From a dataset of Experimentally validated miRNA-target interactions with 360,000+ pairs, plus equal number of negative samples. Binary Classification. Given a miRNA mature sequence and a target amino acid sequence, predict their likelihood of interaction. The miRNA is hsa-miR-4676-3p with sequence CACUGUUUCACCACUGGCUCUU. The protein sequence of the target gene is MEDDAPVIYGLEFQARALTPQTAETDAIRFLVGTQSLKYDNQIHIIDFDDENNIINKNVLLHQAGEIWHISASPADRGVLTTCYNRTSDSKVLTCAAVWRMPKELESGSHESPDDSSSTAQTLELLCHLDNTAHGNMACVVWEPMGDGKKIISLADNHILLWDLQESSSQAVLASSASLEGKGQLKFTSGRWSPHHNCTQVATANDTTLRGWDTRSMSQIYCIENAHGQLVRDLDFNPNKQYYLASCGDDCKVKFWDTRNVTEPVKTLEEHSHWVWNVRYNHSHDQLVLTGSSDSRVILS.... Result: 1 (interaction).